From a dataset of Full USPTO retrosynthesis dataset with 1.9M reactions from patents (1976-2016). Predict the reactants needed to synthesize the given product. (1) Given the product [NH2:25][CH:22]1[CH2:21][CH2:20][N:19]([C:17](=[O:18])/[CH:16]=[CH:15]/[C:12]2[CH:13]=[CH:14][C:9]([Cl:8])=[CH:10][C:11]=2[CH2:33][N:34]2[N:38]=[N:37][C:36]([CH3:39])=[N:35]2)[CH2:24][CH2:23]1, predict the reactants needed to synthesize it. The reactants are: Cl.O1CCOCC1.[Cl:8][C:9]1[CH:14]=[CH:13][C:12](/[CH:15]=[CH:16]/[C:17]([N:19]2[CH2:24][CH2:23][CH:22]([NH:25]C(=O)OC(C)(C)C)[CH2:21][CH2:20]2)=[O:18])=[C:11]([CH2:33][N:34]2[N:38]=[N:37][C:36]([CH3:39])=[N:35]2)[CH:10]=1. (2) Given the product [CH3:14][C:13]1[S:15][CH:8]=[C:7]([C:6]2[CH:11]=[CH:12][C:3]([C:1]#[N:2])=[CH:4][CH:5]=2)[N:16]=1, predict the reactants needed to synthesize it. The reactants are: [C:1]([C:3]1[CH:12]=[CH:11][C:6]([C:7](=O)[CH2:8]Br)=[CH:5][CH:4]=1)#[N:2].[C:13]([NH2:16])(=[S:15])[CH3:14].C(=O)(O)[O-].[Na+].